Predict which catalyst facilitates the given reaction. From a dataset of Catalyst prediction with 721,799 reactions and 888 catalyst types from USPTO. (1) Reactant: [Br:1][C:2]1[CH:10]=[C:9]2[C:5]([C:6]3[C:14]([C:15]4[C:16]([CH3:32])=[C:17]([NH:21]C(=O)OCC5C=CC=CC=5)[CH:18]=[CH:19][CH:20]=4)=[CH:13][N:12]=[C:11]([C:33](=[O:35])[NH2:34])[C:7]=3[NH:8]2)=[CH:4][CH:3]=1.I[Si](C)(C)C.C(OCC)(=O)C.CCCCCC. Product: [NH2:21][C:17]1[C:16]([CH3:32])=[C:15]([C:14]2[C:6]3[C:5]4[C:9](=[CH:10][C:2]([Br:1])=[CH:3][CH:4]=4)[NH:8][C:7]=3[C:11]([C:33]([NH2:34])=[O:35])=[N:12][CH:13]=2)[CH:20]=[CH:19][CH:18]=1. The catalyst class is: 10. (2) The catalyst class is: 555. Reactant: [C:1]([CH:3]1[CH2:8][CH2:7][CH2:6][CH2:5][N:4]1[C:9]([C:11]1[N:12]=[C:13]([CH3:22])[S:14][C:15]=1[C:16]1[CH:21]=[CH:20][CH:19]=[CH:18][CH:17]=1)=[O:10])#[CH:2].Br[C:24]1[CH:29]=[CH:28][CH:27]=[CH:26][CH:25]=1.C(N(CC)CC)C. Product: [CH3:22][C:13]1[S:14][C:15]([C:16]2[CH:21]=[CH:20][CH:19]=[CH:18][CH:17]=2)=[C:11]([C:9]([N:4]2[CH2:5][CH2:6][CH2:7][CH2:8][CH:3]2[C:1]#[C:2][C:24]2[CH:29]=[CH:28][CH:27]=[CH:26][CH:25]=2)=[O:10])[N:12]=1. (3) Reactant: O[C:2]1([CH3:10])[CH2:5][CH:4]([C:6]([O:8][CH3:9])=[O:7])[CH2:3]1.CCN(S(F)(F)[F:17])CC.O. Product: [F:17][C:2]1([CH3:10])[CH2:5][CH:4]([C:6]([O:8][CH3:9])=[O:7])[CH2:3]1. The catalyst class is: 2. (4) Reactant: [C:1]([N:8]1[CH2:15][CH2:14][CH2:13][C@@H:9]1[C:10]([OH:12])=O)([O:3][C:4]([CH3:7])([CH3:6])[CH3:5])=[O:2].[Cl:16][C:17]1[CH:25]=[CH:24][C:20]([C@@H:21]([NH2:23])[CH3:22])=[CH:19][CH:18]=1.CN(C(ON1N=NC2C=CC=CC1=2)=[N+](C)C)C.F[P-](F)(F)(F)(F)F.CCN(C(C)C)C(C)C. Product: [Cl:16][C:17]1[CH:25]=[CH:24][C:20]([C@@H:21]([NH:23][C:10]([C@H:9]2[CH2:13][CH2:14][CH2:15][N:8]2[C:1]([O:3][C:4]([CH3:5])([CH3:6])[CH3:7])=[O:2])=[O:12])[CH3:22])=[CH:19][CH:18]=1. The catalyst class is: 31. (5) Reactant: [Cl:1][C:2]1[CH:7]=[CH:6][C:5]([C@@H:8]([NH:10][C:11](=[O:35])[N:12]([CH2:25][C:26]2[CH:34]=[CH:33][C:29]([C:30](O)=[O:31])=[CH:28][CH:27]=2)[C:13]2[CH:18]=[CH:17][C:16]([CH:19]3[CH2:24][CH2:23][CH2:22][CH2:21][CH2:20]3)=[CH:15][CH:14]=2)[CH3:9])=[CH:4][CH:3]=1.C1C=CC2N(O)N=NC=2C=1.CCN=C=NCCCN(C)C.Cl.[CH3:58][O:59][C:60](=[O:64])[CH2:61][CH2:62][NH2:63].C(N(CC)C(C)C)(C)C. Product: [CH3:58][O:59][C:60](=[O:64])[CH2:61][CH2:62][NH:63][C:30](=[O:31])[C:29]1[CH:33]=[CH:34][C:26]([CH2:25][N:12]([C:13]2[CH:14]=[CH:15][C:16]([CH:19]3[CH2:20][CH2:21][CH2:22][CH2:23][CH2:24]3)=[CH:17][CH:18]=2)[C:11]([NH:10][C@H:8]([C:5]2[CH:6]=[CH:7][C:2]([Cl:1])=[CH:3][CH:4]=2)[CH3:9])=[O:35])=[CH:27][CH:28]=1. The catalyst class is: 3.